Dataset: NCI-60 drug combinations with 297,098 pairs across 59 cell lines. Task: Regression. Given two drug SMILES strings and cell line genomic features, predict the synergy score measuring deviation from expected non-interaction effect. (1) Drug 1: CCCS(=O)(=O)NC1=C(C(=C(C=C1)F)C(=O)C2=CNC3=C2C=C(C=N3)C4=CC=C(C=C4)Cl)F. Drug 2: C1=CN(C(=O)N=C1N)C2C(C(C(O2)CO)O)O.Cl. Cell line: SR. Synergy scores: CSS=42.8, Synergy_ZIP=0.617, Synergy_Bliss=1.58, Synergy_Loewe=-11.1, Synergy_HSA=2.68. (2) Drug 1: CCCS(=O)(=O)NC1=C(C(=C(C=C1)F)C(=O)C2=CNC3=C2C=C(C=N3)C4=CC=C(C=C4)Cl)F. Drug 2: COCCOC1=C(C=C2C(=C1)C(=NC=N2)NC3=CC=CC(=C3)C#C)OCCOC.Cl. Cell line: A498. Synergy scores: CSS=20.6, Synergy_ZIP=-1.86, Synergy_Bliss=5.66, Synergy_Loewe=2.01, Synergy_HSA=6.08. (3) Drug 1: C1=NNC2=C1C(=O)NC=N2. Drug 2: C1CC(=O)NC(=O)C1N2C(=O)C3=CC=CC=C3C2=O. Cell line: EKVX. Synergy scores: CSS=2.50, Synergy_ZIP=0.224, Synergy_Bliss=1.02, Synergy_Loewe=-1.16, Synergy_HSA=-0.182. (4) Drug 1: CCC1(CC2CC(C3=C(CCN(C2)C1)C4=CC=CC=C4N3)(C5=C(C=C6C(=C5)C78CCN9C7C(C=CC9)(C(C(C8N6C=O)(C(=O)OC)O)OC(=O)C)CC)OC)C(=O)OC)O.OS(=O)(=O)O. Drug 2: C1CC(C1)(C(=O)O)C(=O)O.[NH2-].[NH2-].[Pt+2]. Cell line: MDA-MB-435. Synergy scores: CSS=10.7, Synergy_ZIP=-2.30, Synergy_Bliss=-4.13, Synergy_Loewe=-56.7, Synergy_HSA=-5.22. (5) Drug 1: CC1=C(C=C(C=C1)NC(=O)C2=CC=C(C=C2)CN3CCN(CC3)C)NC4=NC=CC(=N4)C5=CN=CC=C5. Drug 2: CC(C)NC(=O)C1=CC=C(C=C1)CNNC.Cl. Cell line: CCRF-CEM. Synergy scores: CSS=3.84, Synergy_ZIP=-0.672, Synergy_Bliss=1.55, Synergy_Loewe=0.240, Synergy_HSA=0.242. (6) Drug 1: C1=CC(=CC=C1C#N)C(C2=CC=C(C=C2)C#N)N3C=NC=N3. Drug 2: C1CC(C1)(C(=O)O)C(=O)O.[NH2-].[NH2-].[Pt+2]. Cell line: UO-31. Synergy scores: CSS=-0.281, Synergy_ZIP=-0.427, Synergy_Bliss=-0.838, Synergy_Loewe=-3.36, Synergy_HSA=-3.36. (7) Drug 1: CC1C(C(=O)NC(C(=O)N2CCCC2C(=O)N(CC(=O)N(C(C(=O)O1)C(C)C)C)C)C(C)C)NC(=O)C3=C4C(=C(C=C3)C)OC5=C(C(=O)C(=C(C5=N4)C(=O)NC6C(OC(=O)C(N(C(=O)CN(C(=O)C7CCCN7C(=O)C(NC6=O)C(C)C)C)C)C(C)C)C)N)C. Drug 2: CC1CCC2CC(C(=CC=CC=CC(CC(C(=O)C(C(C(=CC(C(=O)CC(OC(=O)C3CCCCN3C(=O)C(=O)C1(O2)O)C(C)CC4CCC(C(C4)OC)OCCO)C)C)O)OC)C)C)C)OC. Cell line: NCI/ADR-RES. Synergy scores: CSS=-6.87, Synergy_ZIP=3.40, Synergy_Bliss=3.79, Synergy_Loewe=-1.55, Synergy_HSA=-1.72. (8) Drug 1: C1=CC(=C2C(=C1NCCNCCO)C(=O)C3=C(C=CC(=C3C2=O)O)O)NCCNCCO. Drug 2: B(C(CC(C)C)NC(=O)C(CC1=CC=CC=C1)NC(=O)C2=NC=CN=C2)(O)O. Cell line: UACC62. Synergy scores: CSS=30.5, Synergy_ZIP=1.07, Synergy_Bliss=1.18, Synergy_Loewe=0.00845, Synergy_HSA=0.542. (9) Drug 1: C1CN(P(=O)(OC1)NCCCl)CCCl. Drug 2: CC12CCC3C(C1CCC2OP(=O)(O)O)CCC4=C3C=CC(=C4)OC(=O)N(CCCl)CCCl.[Na+]. Cell line: COLO 205. Synergy scores: CSS=-1.33, Synergy_ZIP=-0.764, Synergy_Bliss=-3.98, Synergy_Loewe=-3.94, Synergy_HSA=-4.76. (10) Cell line: HT29. Synergy scores: CSS=41.7, Synergy_ZIP=16.3, Synergy_Bliss=17.4, Synergy_Loewe=4.70, Synergy_HSA=16.1. Drug 1: CC1C(C(CC(O1)OC2CC(OC(C2O)C)OC3=CC4=CC5=C(C(=O)C(C(C5)C(C(=O)C(C(C)O)O)OC)OC6CC(C(C(O6)C)O)OC7CC(C(C(O7)C)O)OC8CC(C(C(O8)C)O)(C)O)C(=C4C(=C3C)O)O)O)O. Drug 2: CC1C(C(CC(O1)OC2CC(CC3=C2C(=C4C(=C3O)C(=O)C5=CC=CC=C5C4=O)O)(C(=O)C)O)N)O.